This data is from Reaction yield outcomes from USPTO patents with 853,638 reactions. The task is: Predict the reaction yield, written as a fraction of the theoretical maximum amount of product (1.0 means a 100% yield; for example, 0.34 means a 34% yield). (1) The reactants are [CH2:1]([C@@H:4]1[CH2:8][C:7](=[O:9])[CH:6]=[CH:5]1)[CH2:2][CH3:3]. The catalyst is [Pd].C(OCC)(=O)C.[H][H]. The product is [CH2:1]([C@H:4]1[CH2:5][CH2:6][C:7](=[O:9])[CH2:8]1)[CH2:2][CH3:3]. The yield is 0.880. (2) The reactants are Br[C:2]1[C:7]([CH3:8])=[CH:6][CH:5]=[CH:4][N:3]=1.C([Mg]Cl)(C)C.[B:14](OC(C)C)([O:19]C(C)C)[O:15]C(C)C. The catalyst is C(OCC)C. The product is [CH3:8][C:7]1[C:2]([B:14]([OH:19])[OH:15])=[N:3][CH:4]=[CH:5][CH:6]=1. The yield is 0.920. (3) The reactants are Br[C:2]1[CH:7]=[CH:6][C:5]([C:8]([NH:10][C@@H:11]([CH:16]2[CH2:21][CH2:20][CH2:19][CH2:18][CH2:17]2)[C:12]([O:14][CH3:15])=[O:13])=[O:9])=[C:4]([NH:22][C:23]([NH:25][C:26]2[C:31]([CH3:32])=[CH:30][CH:29]=[CH:28][C:27]=2[CH3:33])=[O:24])[CH:3]=1.[C:34]1(B(O)O)[CH:39]=[CH:38][CH:37]=[CH:36][CH:35]=1.C(=O)([O-])[O-].[Na+].[Na+].CCCCCC.C(OCC)(=O)C. The catalyst is C(#N)C.C(OCC)(=O)C.Cl[Pd](Cl)([P](C1C=CC=CC=1)(C1C=CC=CC=1)C1C=CC=CC=1)[P](C1C=CC=CC=1)(C1C=CC=CC=1)C1C=CC=CC=1. The product is [CH:16]1([C@H:11]([NH:10][C:8]([C:5]2[CH:6]=[CH:7][C:2]([C:34]3[CH:39]=[CH:38][CH:37]=[CH:36][CH:35]=3)=[CH:3][C:4]=2[NH:22][C:23]([NH:25][C:26]2[C:31]([CH3:32])=[CH:30][CH:29]=[CH:28][C:27]=2[CH3:33])=[O:24])=[O:9])[C:12]([O:14][CH3:15])=[O:13])[CH2:21][CH2:20][CH2:19][CH2:18][CH2:17]1. The yield is 0.630. (4) The reactants are [CH3:1][NH:2][NH:3][CH3:4].Cl.Cl.CCN(CC)CC.CNNC.[C:18](Cl)([O:20][CH2:21][CH:22]1[C:34]2[C:29](=[CH:30][CH:31]=[CH:32][CH:33]=2)[C:28]2[C:23]1=[CH:24][CH:25]=[CH:26][CH:27]=2)=[O:19]. The catalyst is CC#N.CCOC(C)=O. The product is [CH3:1][N:2]([C:18]([O:20][CH2:21][CH:22]1[C:23]2[CH:24]=[CH:25][CH:26]=[CH:27][C:28]=2[C:29]2[C:34]1=[CH:33][CH:32]=[CH:31][CH:30]=2)=[O:19])[NH:3][CH3:4]. The yield is 0.340. (5) The reactants are [CH3:1][N:2](C)[CH:3]=[O:4].C([O:8][CH2:9][CH3:10])C.[NH2:11][C:12]1[CH:36]=[CH:35][C:15]([O:16][C:17]2[CH:22]=[CH:21][N:20]=[C:19]([NH:23][C:24](=[O:34])[N:25]([CH3:33])[CH:26]3[CH2:31][CH2:30][N:29]([CH3:32])[CH2:28][CH2:27]3)[CH:18]=2)=[CH:14][C:13]=1[F:37]. The yield is 0.488. The product is [F:37][C:13]1[CH:14]=[C:15]([O:16][C:17]2[CH:22]=[CH:21][N:20]=[C:19]([NH:23][C:24]([N:25]([CH3:33])[CH:26]3[CH2:27][CH2:28][N:29]([CH3:32])[CH2:30][CH2:31]3)=[O:34])[CH:18]=2)[CH:35]=[CH:36][C:12]=1[NH:11][C:9](=[O:8])[CH2:10][C:3]([NH:2][C:1]1[CH:15]=[CH:14][C:13]([F:37])=[CH:12][CH:36]=1)=[O:4]. No catalyst specified. (6) The product is [C:16]([O:15][CH:9]([C:3]1[C:2]([C:23]2[CH:22]=[C:21]([F:20])[C:30]3[O:29][CH2:28][CH2:27][CH2:26][C:25]=3[C:24]=2[CH3:31])=[C:6]([Cl:7])[S:5][C:4]=1[CH3:8])[C:10]([O:12][CH2:13][CH3:14])=[O:11])([CH3:19])([CH3:18])[CH3:17]. The catalyst is O1CCCC1.O.C1C=CC([P]([Pd]([P](C2C=CC=CC=2)(C2C=CC=CC=2)C2C=CC=CC=2)([P](C2C=CC=CC=2)(C2C=CC=CC=2)C2C=CC=CC=2)[P](C2C=CC=CC=2)(C2C=CC=CC=2)C2C=CC=CC=2)(C2C=CC=CC=2)C2C=CC=CC=2)=CC=1. The reactants are Br[C:2]1[C:3]([CH:9]([O:15][C:16]([CH3:19])([CH3:18])[CH3:17])[C:10]([O:12][CH2:13][CH3:14])=[O:11])=[C:4]([CH3:8])[S:5][C:6]=1[Cl:7].[F:20][C:21]1[C:30]2[O:29][CH2:28][CH2:27][CH2:26][C:25]=2[C:24]([CH3:31])=[C:23](B2OC(C)(C)C(C)(C)O2)[CH:22]=1.C(=O)([O-])[O-].[K+].[K+]. The yield is 0.870.